The task is: Predict which catalyst facilitates the given reaction.. This data is from Catalyst prediction with 721,799 reactions and 888 catalyst types from USPTO. Reactant: Cl.[NH2:2][CH2:3][CH2:4][CH2:5][CH2:6][CH2:7][NH:8][C:9](=[O:31])[CH2:10][CH2:11][CH2:12][CH2:13][CH2:14][NH:15][C:16](=[O:30])[CH2:17][CH2:18][CH2:19][CH2:20][C@H:21]1[C@@H:28]2[C@@H:24]([NH:25][C:26](=[O:29])[NH:27]2)[CH2:23][S:22]1.[Cl:32][C:33]1[S:37][C:36]([C:38]([NH:40][CH2:41][C@@H:42]2[O:46][C:45](=[O:47])[N:44]([C:48]3[CH:53]=[CH:52][C:51]([N:54]4[CH2:59][CH2:58][O:57][CH:56]([CH2:60][CH2:61][CH2:62][O:63][C:64](=[O:70])[CH2:65][CH2:66][C:67](O)=[O:68])[C:55]4=[O:71])=[CH:50][CH:49]=3)[CH2:43]2)=[O:39])=[CH:35][CH:34]=1.C(N(CC)C(C)C)(C)C.CN(C(ON1N=NC2C=CC=NC1=2)=[N+](C)C)C.F[P-](F)(F)(F)(F)F. Product: [Cl:32][C:33]1[S:37][C:36]([C:38]([NH:40][CH2:41][C@@H:42]2[O:46][C:45](=[O:47])[N:44]([C:48]3[CH:49]=[CH:50][C:51]([N:54]4[CH2:59][CH2:58][O:57][CH:56]([CH2:60][CH2:61][CH2:62][O:63][C:64](=[O:70])[CH2:65][CH2:66][C:67](=[O:68])[NH:2][CH2:3][CH2:4][CH2:5][CH2:6][CH2:7][NH:8][C:9](=[O:31])[CH2:10][CH2:11][CH2:12][CH2:13][CH2:14][NH:15][C:16](=[O:30])[CH2:17][CH2:18][CH2:19][CH2:20][C@H:21]5[C@@H:28]6[C@@H:24]([NH:25][C:26](=[O:29])[NH:27]6)[CH2:23][S:22]5)[C:55]4=[O:71])=[CH:52][CH:53]=3)[CH2:43]2)=[O:39])=[CH:35][CH:34]=1. The catalyst class is: 3.